Task: Predict the product of the given reaction.. Dataset: Forward reaction prediction with 1.9M reactions from USPTO patents (1976-2016) (1) Given the reactants [CH3:1][O:2][C:3]([C:5]1[CH:6]=[C:7]([C:12]2[CH:17]=[CH:16][C:15]([CH3:18])=[CH:14][C:13]=2[F:19])[CH:8]=[C:9](I)[CH:10]=1)=[O:4].C[C:21]1[N:22]=[CH:23][S:24][CH:25]=1.CC(O[K])=O, predict the reaction product. The product is: [CH3:1][O:2][C:3]([C:5]1[CH:6]=[C:7]([C:12]2[CH:17]=[CH:16][C:15]([CH3:18])=[CH:14][C:13]=2[F:19])[CH:8]=[C:9]([C:25]2[S:24][CH:23]=[N:22][CH:21]=2)[CH:10]=1)=[O:4]. (2) The product is: [CH3:15][O:16][C:2]([C:3]1[O:7][C:6]([CH2:8][Cl:13])=[CH:5][CH:4]=1)=[O:1]. Given the reactants [OH:1][CH2:2][C:3]1[O:7][C:6]([C:8](O)=O)=[CH:5][CH:4]=1.S(Cl)([Cl:13])=O.[CH3:15][OH:16].C(=O)([O-])[O-].[K+].[K+], predict the reaction product. (3) Given the reactants [Cl:1][C:2]1[C:3]([C:8](=[N:27][OH:28])[C:9]2[C:10](F)=[C:11]([F:25])[C:12]([N:17]3[CH2:22][C@H:21]([CH3:23])[O:20][C@H:19]([CH3:24])[CH2:18]3)=[C:13]([CH2:15][OH:16])[CH:14]=2)=[N:4][CH:5]=[CH:6][N:7]=1.C([O-])([O-])=O.[K+].[K+], predict the reaction product. The product is: [Cl:1][C:2]1[C:3]([C:8]2[C:9]3[CH:14]=[C:13]([CH2:15][OH:16])[C:12]([N:17]4[CH2:22][C@H:21]([CH3:23])[O:20][C@H:19]([CH3:24])[CH2:18]4)=[C:11]([F:25])[C:10]=3[O:28][N:27]=2)=[N:4][CH:5]=[CH:6][N:7]=1. (4) Given the reactants C(O[BH-](OC(=O)C)OC(=O)C)(=O)C.[Na+].[CH2:15]([O:17][C:18]1[CH:46]=[CH:45][C:21]([CH2:22][N:23]2[C:31]3[CH:30]=[CH:29][C:28]([C:32]([N:34]4[CH2:39][CH2:38][CH:37]([CH3:40])[CH2:36][CH2:35]4)=[O:33])=[CH:27][C:26]=3[C:25]3[CH2:41][NH:42][CH2:43][CH2:44][C:24]2=3)=[CH:20][CH:19]=1)[CH3:16].[C:47]([OH:53])([C:49]([F:52])([F:51])[F:50])=[O:48].C(=O)([O-])[O-].[C:58]1(=O)[CH2:61][CH2:60][CH2:59]1, predict the reaction product. The product is: [CH:58]1([N:42]2[CH2:43][CH2:44][C:24]3[N:23]([CH2:22][C:21]4[CH:20]=[CH:19][C:18]([O:17][CH2:15][CH3:16])=[CH:46][CH:45]=4)[C:31]4[CH:30]=[CH:29][C:28]([C:32]([N:34]5[CH2:35][CH2:36][CH:37]([CH3:40])[CH2:38][CH2:39]5)=[O:33])=[CH:27][C:26]=4[C:25]=3[CH2:41]2)[CH2:61][CH2:60][CH2:59]1.[C:47]([OH:53])([C:49]([F:52])([F:51])[F:50])=[O:48]. (5) Given the reactants [C:1]1([C:7]2[C:8](=[O:14])[NH:9][C:10](=[O:13])[NH:11][CH:12]=2)[CH:6]=[CH:5][CH:4]=[CH:3][CH:2]=1.C([O-])([O-])=O.[K+].[K+].Br[CH2:22][CH2:23][CH2:24][Cl:25].O, predict the reaction product. The product is: [Cl:25][CH2:24][CH2:23][CH2:22][N:11]1[CH:12]=[C:7]([C:1]2[CH:2]=[CH:3][CH:4]=[CH:5][CH:6]=2)[C:8](=[O:14])[NH:9][C:10]1=[O:13]. (6) Given the reactants [CH:1]1([N:7]=[C:8]=[O:9])[CH2:6][CH2:5][CH2:4][CH2:3][CH2:2]1.O[C:11]1[CH:12]=[C:13]([C:17](=[O:23])[CH2:18][CH2:19][C:20]([OH:22])=[O:21])[CH:14]=[CH:15][CH:16]=1, predict the reaction product. The product is: [CH:1]1([NH:7][C:8]([C:15]2[CH:14]=[C:13]([C:17](=[O:23])[CH2:18][CH2:19][C:20]([OH:22])=[O:21])[CH:12]=[CH:11][CH:16]=2)=[O:9])[CH2:6][CH2:5][CH2:4][CH2:3][CH2:2]1.